From a dataset of Forward reaction prediction with 1.9M reactions from USPTO patents (1976-2016). Predict the product of the given reaction. (1) Given the reactants [C:1]1([C:7]2[CH:12]=[CH:11][C:10]([C:13]3[O:14][CH2:15][C:16]([CH3:19])([CH3:18])[N:17]=3)=[C:9](OC)[CH:8]=2)[CH:6]=[CH:5][CH:4]=[CH:3][CH:2]=1.[CH2:22]([Mg]Br)[CH2:23][CH3:24].[Cl-].[NH4+], predict the reaction product. The product is: [C:1]1([C:7]2[CH:12]=[CH:11][C:10]([C:13]3[O:14][CH2:15][C:16]([CH3:19])([CH3:18])[N:17]=3)=[C:9]([CH2:22][CH2:23][CH3:24])[CH:8]=2)[CH:6]=[CH:5][CH:4]=[CH:3][CH:2]=1. (2) Given the reactants [CH3:1][C:2]1[CH:3]=[C:4]([NH2:22])[C:5]2[C:10]([C:11]3[CH:16]=[CH:15][CH:14]=[C:13]([O:17][CH3:18])[CH:12]=3)=[C:9]([CH:19]([CH3:21])[CH3:20])[S:8][C:6]=2[N:7]=1.[C:23]1([C:29]2[N:34]=[CH:33][C:32]([S:35](Cl)(=[O:37])=[O:36])=[CH:31][CH:30]=2)[CH:28]=[CH:27][CH:26]=[CH:25][CH:24]=1.[C:39]([OH:45])([C:41]([F:44])([F:43])[F:42])=[O:40], predict the reaction product. The product is: [F:42][C:41]([F:44])([F:43])[C:39]([OH:45])=[O:40].[CH3:1][C:2]1[N:7]=[C:6]2[S:8][C:9]([CH:19]([CH3:20])[CH3:21])=[C:10]([C:11]3[CH:16]=[CH:15][CH:14]=[C:13]([O:17][CH3:18])[CH:12]=3)[C:5]2=[C:4]([NH:22][S:35]([C:32]2[CH:33]=[N:34][C:29]([C:23]3[CH:28]=[CH:27][CH:26]=[CH:25][CH:24]=3)=[CH:30][CH:31]=2)(=[O:36])=[O:37])[CH:3]=1. (3) Given the reactants [O:1]1[C:8]2[CH:7]=[C:6]([C:9]([OH:11])=[O:10])[NH:5][C:4]=2[CH:3]=[CH:2]1.[C:12]([O:18][CH:19](Cl)[CH3:20])(=[O:17])[C:13]([CH3:16])([CH3:15])[CH3:14], predict the reaction product. The product is: [O:1]1[C:8]2[CH:7]=[C:6]([C:9]([O:11][CH:19]([O:18][C:12](=[O:17])[C:13]([CH3:16])([CH3:15])[CH3:14])[CH3:20])=[O:10])[NH:5][C:4]=2[CH:3]=[CH:2]1. (4) The product is: [CH3:1][O:2][C:3](=[O:26])[CH2:4][C@H:5]1[C:9]2[CH:10]=[CH:11][C:12]([O:14][C@H:15]3[C:23]4[C:18](=[C:19]([O:25][C:28]5[CH:29]=[CH:30][C:31]([O:34][CH2:35][CH2:36][C:37]([OH:39])([CH3:38])[CH3:40])=[CH:32][N:33]=5)[CH:20]=[CH:21][C:22]=4[F:24])[CH2:17][CH2:16]3)=[CH:13][C:8]=2[O:7][CH2:6]1. Given the reactants [CH3:1][O:2][C:3](=[O:26])[CH2:4][C@H:5]1[C:9]2[CH:10]=[CH:11][C:12]([O:14][C@H:15]3[C:23]4[C:18](=[C:19]([OH:25])[CH:20]=[CH:21][C:22]=4[F:24])[CH2:17][CH2:16]3)=[CH:13][C:8]=2[O:7][CH2:6]1.F[C:28]1[N:33]=[CH:32][C:31]([O:34][CH2:35][CH2:36][C:37]([CH3:40])([OH:39])[CH3:38])=[CH:30][CH:29]=1, predict the reaction product. (5) Given the reactants Cl.[F:2][C:3]1[CH:4]=[C:5]([CH:8]=[CH:9][C:10]=1[NH:11][S:12]([CH3:15])(=[O:14])=[O:13])[CH2:6][NH2:7].[C:16]([C:20]1[N:25]=[CH:24][C:23]([O:26][CH2:27][C:28](O)=[O:29])=[CH:22][CH:21]=1)([CH3:19])([CH3:18])[CH3:17].CCN(CC)CC, predict the reaction product. The product is: [C:16]([C:20]1[N:25]=[CH:24][C:23]([O:26][CH2:27][C:28]([NH:7][CH2:6][C:5]2[CH:8]=[CH:9][C:10]([NH:11][S:12]([CH3:15])(=[O:14])=[O:13])=[C:3]([F:2])[CH:4]=2)=[O:29])=[CH:22][CH:21]=1)([CH3:19])([CH3:17])[CH3:18]. (6) Given the reactants [CH2:1]([O:8][C@@H:9]1[C@@H:18]([O:19][CH2:20][C:21]2[CH:26]=[CH:25][CH:24]=[CH:23][CH:22]=2)[C@H:17]([CH3:27])[O:16][C@@H:11]([O:12]CC=C)[C@@H:10]1[O:28][C:29](=[O:35])[CH2:30][CH2:31][C:32]([CH3:34])=[O:33])[C:2]1[CH:7]=[CH:6][CH:5]=[CH:4][CH:3]=1.II, predict the reaction product. The product is: [CH2:1]([O:8][C@@H:9]1[C@@H:18]([O:19][CH2:20][C:21]2[CH:26]=[CH:25][CH:24]=[CH:23][CH:22]=2)[C@H:17]([CH3:27])[O:16][C@@H:11]([OH:12])[C@@H:10]1[O:28][C:29](=[O:35])[CH2:30][CH2:31][C:32]([CH3:34])=[O:33])[C:2]1[CH:7]=[CH:6][CH:5]=[CH:4][CH:3]=1. (7) Given the reactants C(OC([NH:8][C@H:9]([C:16]([NH:18][CH2:19][C:20]1[CH:25]=[CH:24][C:23]([I:26])=[CH:22][CH:21]=1)=[O:17])[CH2:10][CH2:11][C:12]([O:14][CH3:15])=[O:13])=O)(C)(C)C, predict the reaction product. The product is: [NH2:8][C@H:9]([C:16]([NH:18][CH2:19][C:20]1[CH:21]=[CH:22][C:23]([I:26])=[CH:24][CH:25]=1)=[O:17])[CH2:10][CH2:11][C:12]([O:14][CH3:15])=[O:13].